Dataset: Full USPTO retrosynthesis dataset with 1.9M reactions from patents (1976-2016). Task: Predict the reactants needed to synthesize the given product. (1) Given the product [NH2:27][CH2:26][CH2:25][C:24]([C:21]1[N:22]=[CH:23][C:18]([C:15]2[CH:14]=[CH:13][C:12]([C@@H:8]([OH:7])[C@H:9]([NH:5][C:3](=[O:4])[CH:2]([F:38])[F:1])[CH2:10][F:11])=[CH:17][CH:16]=2)=[CH:19][CH:20]=1)=[O:35], predict the reactants needed to synthesize it. The reactants are: [F:1][CH:2]([F:38])[C:3]([N:5]1[C@H:9]([CH2:10][F:11])[C@@H:8]([C:12]2[CH:17]=[CH:16][C:15]([C:18]3[CH:19]=[CH:20][C:21]([C:24](=[O:35])[CH2:25][CH2:26][NH:27]C(=O)OC(C)(C)C)=[N:22][CH:23]=3)=[CH:14][CH:13]=2)[O:7]C1(C)C)=[O:4].FC(F)(F)C(O)=O. (2) Given the product [Cl:1][C:2]1[CH:3]=[C:4]([CH:7]=[CH:8][CH:9]=1)[C:5](=[NH:6])[O:11][CH3:10], predict the reactants needed to synthesize it. The reactants are: [Cl:1][C:2]1[CH:3]=[C:4]([CH:7]=[CH:8][CH:9]=1)[C:5]#[N:6].[CH3:10][O-:11].[Na+]. (3) Given the product [Cl:1][C:2]1[N:10]=[C:9]([O:15][CH:13]([CH3:14])[CH3:12])[CH:8]=[CH:7][C:3]=1[C:4]([OH:6])=[O:5], predict the reactants needed to synthesize it. The reactants are: [Cl:1][C:2]1[N:10]=[C:9](Cl)[CH:8]=[CH:7][C:3]=1[C:4]([OH:6])=[O:5].[CH3:12][C:13](C)([O-:15])[CH3:14].[K+]. (4) Given the product [F:1][C:2]1[CH:3]=[CH:4][C:5]([N:8]2[C:12]([S:19][CH3:18])=[C:11]([O-:13])[O+:10]=[N:9]2)=[CH:6][CH:7]=1, predict the reactants needed to synthesize it. The reactants are: [F:1][C:2]1[CH:7]=[CH:6][C:5]([N:8]2[CH:12]=[C:11]([O-:13])[O+:10]=[N:9]2)=[CH:4][CH:3]=1.C(Cl)(=O)C.[CH3:18][S:19](C)=O. (5) The reactants are: [OH:1][C:2]1[CH:9]=[C:8]([N+:10]([O-:12])=[O:11])[CH:7]=[CH:6][C:3]=1[C:4]#[N:5].C([O-])([O-])=O.[Cs+].[Cs+].[CH2:19](Br)[CH:20]=[CH2:21]. Given the product [CH2:21]([O:1][C:2]1[CH:9]=[C:8]([N+:10]([O-:12])=[O:11])[CH:7]=[CH:6][C:3]=1[C:4]#[N:5])[CH:20]=[CH2:19], predict the reactants needed to synthesize it. (6) Given the product [Cl:39][C:25]1[C:26]([NH:28][C@@H:29]2[C@@H:34]3[CH2:35][C@@H:31]([CH:32]=[CH:33]3)[C@@H:30]2[C:36]([NH2:38])=[O:37])=[N:27][C:22]([NH:1][C:2]2[C:3]([O:19][CH3:20])=[CH:4][C:5]3[CH2:11][N:10]([CH2:12][CH:13]4[CH2:14][CH2:15]4)[CH2:9][CH2:8][NH:7][C:6]=3[CH:18]=2)=[N:23][CH:24]=1, predict the reactants needed to synthesize it. The reactants are: [NH2:1][C:2]1[C:3]([O:19][CH3:20])=[CH:4][C:5]2[CH2:11][N:10]([CH2:12][CH:13]3[CH2:15][CH2:14]3)[CH2:9][C:8](=O)[N:7](C)[C:6]=2[CH:18]=1.Cl[C:22]1[N:27]=[C:26]([NH:28][C@@H:29]2[C@@H:34]3[CH2:35][C@@H:31]([CH:32]=[CH:33]3)[C@@H:30]2[C:36]([NH2:38])=[O:37])[C:25]([Cl:39])=[CH:24][N:23]=1. (7) Given the product [Cl:13][C:14]1[CH:19]=[CH:18][C:17]([O:20][CH2:3][CH2:4][CH2:5][CH2:6][CH2:7][CH2:8][CH2:9][CH2:10][CH3:11])=[C:16]([C:21]([OH:29])([CH3:28])[CH2:22][N:23]2[CH:27]=[CH:26][N:25]=[CH:24]2)[CH:15]=1, predict the reactants needed to synthesize it. The reactants are: [OH-].[Na+].[CH2:3](Br)[CH2:4][CH2:5][CH2:6][CH2:7][CH2:8][CH2:9][CH2:10][CH3:11].[Cl:13][C:14]1[CH:19]=[CH:18][C:17]([OH:20])=[C:16]([C:21]([OH:29])([CH3:28])[CH2:22][N:23]2[CH:27]=[CH:26][N:25]=[CH:24]2)[CH:15]=1.